This data is from Peptide-MHC class I binding affinity with 185,985 pairs from IEDB/IMGT. The task is: Regression. Given a peptide amino acid sequence and an MHC pseudo amino acid sequence, predict their binding affinity value. This is MHC class I binding data. (1) The peptide sequence is KRWIIMGLNK. The MHC is HLA-A23:01 with pseudo-sequence HLA-A23:01. The binding affinity (normalized) is 0.0653. (2) The peptide sequence is SPASFFSSW. The MHC is HLA-B35:01 with pseudo-sequence HLA-B35:01. The binding affinity (normalized) is 0.228.